From a dataset of Reaction yield outcomes from USPTO patents with 853,638 reactions. Predict the reaction yield, written as a fraction of the theoretical maximum amount of product (1.0 means a 100% yield; for example, 0.34 means a 34% yield). (1) The reactants are [CH3:1][O:2][C:3]1[CH:8]=[C:7]([O:9][CH3:10])[CH:6]=[CH:5][C:4]=1[C:11]1[N:16]([CH2:17][CH2:18][NH:19][C:20](=[O:30])[CH2:21][NH:22]C(=O)OC(C)(C)C)[C:15](=[S:31])[NH:14][C:13](=[O:32])[CH:12]=1.[ClH:33]. The catalyst is C(OCC)(=O)C. The product is [ClH:33].[NH2:22][CH2:21][C:20]([NH:19][CH2:18][CH2:17][N:16]1[C:11]([C:4]2[CH:5]=[CH:6][C:7]([O:9][CH3:10])=[CH:8][C:3]=2[O:2][CH3:1])=[CH:12][C:13](=[O:32])[NH:14][C:15]1=[S:31])=[O:30]. The yield is 1.00. (2) The reactants are [CH2:1]([N:3]1[CH2:8][CH2:7][NH:6][CH2:5][CH2:4]1)[CH3:2].F[C:10]1[CH:15]=[CH:14][CH:13]=[C:12]([N+:16]([O-:18])=[O:17])[CH:11]=1. No catalyst specified. The product is [CH2:1]([N:3]1[CH2:8][CH2:7][N:6]([C:10]2[CH:15]=[CH:14][CH:13]=[C:12]([N+:16]([O-:18])=[O:17])[CH:11]=2)[CH2:5][CH2:4]1)[CH3:2]. The yield is 0.540. (3) The reactants are Cl[S:2]([C:5]1[CH:6]=[C:7]2[C:11](=[CH:12][CH:13]=1)[NH:10][C:9](=[O:14])[CH2:8]2)(=[O:4])=[O:3].[NH2:15][C:16]1[CH:17]=[N:18][CH:19]=[CH:20][CH:21]=1. The catalyst is N1C=CC=CC=1. The product is [N:18]1[CH:19]=[CH:20][CH:21]=[C:16]([NH:15][S:2]([C:5]2[CH:6]=[C:7]3[C:11](=[CH:12][CH:13]=2)[NH:10][C:9](=[O:14])[CH2:8]3)(=[O:4])=[O:3])[CH:17]=1. The yield is 0.380. (4) The reactants are [CH2:1]([N:8]1[C:18]2[C:13](=[CH:14][CH:15]=[CH:16][CH:17]=2)[C:11](=O)[C:9]1=[O:10])[C:2]1[CH:7]=[CH:6][CH:5]=[CH:4][CH:3]=1.O.NN. The catalyst is CCOCC.CCCCC. The product is [CH2:1]([N:8]1[C:18]2[C:13](=[CH:14][CH:15]=[CH:16][CH:17]=2)[CH2:11][C:9]1=[O:10])[C:2]1[CH:3]=[CH:4][CH:5]=[CH:6][CH:7]=1. The yield is 0.750.